Task: Predict the reactants needed to synthesize the given product.. Dataset: Full USPTO retrosynthesis dataset with 1.9M reactions from patents (1976-2016) (1) Given the product [OH:16][N:19]=[CH:1][C@H:3]1[CH2:8][C@@H:7]2[C@@H:5]([CH2:6]2)[N:4]1[C:9]([O:11][C:12]([CH3:15])([CH3:14])[CH3:13])=[O:10], predict the reactants needed to synthesize it. The reactants are: [CH:1]([C@H:3]1[CH2:8][C@@H:7]2[C@@H:5]([CH2:6]2)[N:4]1[C:9]([O:11][C:12]([CH3:15])([CH3:14])[CH3:13])=[O:10])=O.[OH2:16].[Cl-].O[NH3+:19].C(=O)([O-])[O-].[Na+].[Na+]. (2) Given the product [CH3:13][NH:12][C:10](=[O:11])[CH:9]=[CH:8][C:5]1[CH:4]=[CH:3][C:2]([O:1][CH2:15][C:16]2[CH:21]=[CH:20][C:19]([CH3:22])=[CH:18][CH:17]=2)=[CH:7][CH:6]=1, predict the reactants needed to synthesize it. The reactants are: [OH:1][C:2]1[CH:7]=[CH:6][C:5]([CH:8]=[CH:9][C:10]([NH:12][CH3:13])=[O:11])=[CH:4][CH:3]=1.Br[CH2:15][C:16]1[CH:21]=[CH:20][C:19]([CH3:22])=[CH:18][CH:17]=1. (3) Given the product [CH2:24]([O:23][C:21]([C:3]1[C:4]([CH3:20])=[N:5][C:6]2[C:11]([C:2]=1[NH2:1])=[C:10]([O:12][CH2:13][C:14]([CH3:19])([CH3:18])[C:15]([NH:38][CH:33]1[C:34]3[C:29](=[C:28]([O:27][CH3:26])[CH:37]=[CH:36][CH:35]=3)[CH2:30][CH2:31][CH2:32]1)=[O:17])[CH:9]=[CH:8][CH:7]=2)=[O:22])[CH3:25], predict the reactants needed to synthesize it. The reactants are: [NH2:1][C:2]1[C:11]2[C:6](=[CH:7][CH:8]=[CH:9][C:10]=2[O:12][CH2:13][C:14]([CH3:19])([CH3:18])[C:15]([OH:17])=O)[N:5]=[C:4]([CH3:20])[C:3]=1[C:21]([O:23][CH2:24][CH3:25])=[O:22].[CH3:26][O:27][C:28]1[CH:37]=[CH:36][CH:35]=[C:34]2[C:29]=1[CH2:30][CH2:31][CH2:32][CH:33]2[NH2:38]. (4) Given the product [CH3:1][O:2][C:3]1[CH:4]=[C:5]([C:16]([CH3:18])([CH3:17])[CH2:15][C:14](=[O:19])[C:13]([OH:20])=[O:12])[CH:6]=[CH:7][CH:8]=1, predict the reactants needed to synthesize it. The reactants are: [CH3:1][O:2][C:3]1[CH:4]=[C:5]([Mg]Br)[CH:6]=[CH:7][CH:8]=1.C[O:12][C:13](=[O:20])[C:14](=[O:19])[CH:15]=[C:16]([CH3:18])[CH3:17].C[Si](C)(C)Cl.Cl.